Dataset: Reaction yield outcomes from USPTO patents with 853,638 reactions. Task: Predict the reaction yield, written as a fraction of the theoretical maximum amount of product (1.0 means a 100% yield; for example, 0.34 means a 34% yield). (1) The reactants are Cl[C:2]1[N:7]=[C:6]([NH:8][CH:9]2[CH2:23][CH:12]3[CH2:13][N:14]([C:16]([O:18][C:19]([CH3:22])([CH3:21])[CH3:20])=[O:17])[CH2:15][CH:11]3[CH2:10]2)[C:5]([Cl:24])=[CH:4][N:3]=1.[CH3:25][N:26]1[C:30]([CH3:31])=[CH:29][C:28]([NH2:32])=[N:27]1.FC(F)(F)C(O)=O.C([O-])([O-])=O.[Na+].[Na+]. The catalyst is O1CCOCC1. The product is [Cl:24][C:5]1[C:6]([NH:8][CH:9]2[CH2:23][CH:12]3[CH2:13][N:14]([C:16]([O:18][C:19]([CH3:22])([CH3:21])[CH3:20])=[O:17])[CH2:15][CH:11]3[CH2:10]2)=[N:7][C:2]([NH:32][C:28]2[CH:29]=[C:30]([CH3:31])[N:26]([CH3:25])[N:27]=2)=[N:3][CH:4]=1. The yield is 0.190. (2) The yield is 0.632. The catalyst is C(Cl)(Cl)Cl. The product is [F:23][CH:2]([F:1])[O:3][C:4]1[N:8]([CH3:9])[N:7]=[C:6]([C:10]([F:12])([F:13])[F:11])[C:5]=1[CH2:14][S:15]([C:16]1[CH2:20][C:19]([CH3:21])([CH3:22])[O:18][N:17]=1)=[O:32]. The reactants are [F:1][CH:2]([F:23])[O:3][C:4]1[N:8]([CH3:9])[N:7]=[C:6]([C:10]([F:13])([F:12])[F:11])[C:5]=1[CH2:14][S:15][C:16]1[CH2:20][C:19]([CH3:22])([CH3:21])[O:18][N:17]=1.ClC1C=CC=C(C(OO)=[O:32])C=1.O. (3) The reactants are O.O.[Sn](Cl)Cl.[CH3:6][O:7][C:8]1[CH:25]=[CH:24][C:11]([CH2:12][NH:13][C:14]2[C:19]([N+:20]([O-])=O)=[CH:18][N:17]=[C:16]([Br:23])[CH:15]=2)=[CH:10][CH:9]=1. The catalyst is CCO. The product is [CH3:6][O:7][C:8]1[CH:9]=[CH:10][C:11]([CH2:12][NH:13][C:14]2[CH:15]=[C:16]([Br:23])[N:17]=[CH:18][C:19]=2[NH2:20])=[CH:24][CH:25]=1. The yield is 0.880. (4) The reactants are [Cl:1][C:2]1[CH:3]=[C:4]2[C:8](=[CH:9][CH:10]=1)[NH:7][C:6]([CH2:11][OH:12])=[CH:5]2.[CH3:13][S:14]([CH:17]=[CH2:18])(=[O:16])=[O:15]. The catalyst is CN(C=O)C. The product is [Cl:1][C:2]1[CH:3]=[C:4]2[C:8](=[CH:9][CH:10]=1)[N:7]([CH2:18][CH2:17][S:14]([CH3:13])(=[O:16])=[O:15])[C:6]([CH2:11][OH:12])=[CH:5]2. The yield is 0.347.